From a dataset of Peptide-MHC class I binding affinity with 185,985 pairs from IEDB/IMGT. Regression. Given a peptide amino acid sequence and an MHC pseudo amino acid sequence, predict their binding affinity value. This is MHC class I binding data. (1) The binding affinity (normalized) is 0.0847. The MHC is HLA-A30:01 with pseudo-sequence HLA-A30:01. The peptide sequence is LLPYPIAGC. (2) The peptide sequence is YVQMALMKL. The MHC is HLA-A23:01 with pseudo-sequence HLA-A23:01. The binding affinity (normalized) is 0.0906. (3) The peptide sequence is ITTESIVIW. The MHC is HLA-B44:02 with pseudo-sequence HLA-B44:02. The binding affinity (normalized) is 0.127.